This data is from Forward reaction prediction with 1.9M reactions from USPTO patents (1976-2016). The task is: Predict the product of the given reaction. (1) Given the reactants [CH3:1][C:2]1[CH:3]=[C:4](B(O)O)[CH:5]=[CH:6][CH:7]=1.Br[C:12]1[O:16][C:15]([CH:17]=[O:18])=[CH:14][CH:13]=1.C1(P(C2C=CC=CC=2)C2C=CC=CC=2)C=CC=CC=1.C(=O)(O)[O-].[Na+], predict the reaction product. The product is: [CH3:1][C:2]1[CH:3]=[C:4]([C:12]2[O:16][C:15]([CH:17]=[O:18])=[CH:14][CH:13]=2)[CH:5]=[CH:6][CH:7]=1. (2) Given the reactants C(OC([NH:8][C@H:9]([C:36]([O:38][CH3:39])=[O:37])[CH2:10][C:11]1[S:15][C:14]([O:16][CH2:17][CH2:18][C:19]2[N:28]=[C:27]3[C:22]([CH2:23][CH2:24][CH2:25][N:26]3C(OC(C)(C)C)=O)=[CH:21][CH:20]=2)=[CH:13][CH:12]=1)=O)(C)(C)C.FC(F)(F)C(O)=O, predict the reaction product. The product is: [N:28]1[C:27]2[NH:26][CH2:25][CH2:24][CH2:23][C:22]=2[CH:21]=[CH:20][C:19]=1[CH2:18][CH2:17][O:16][C:14]1[S:15][C:11]([CH2:10][C@@H:9]([C:36]([O:38][CH3:39])=[O:37])[NH2:8])=[CH:12][CH:13]=1.